Task: Predict the reaction yield, written as a fraction of the theoretical maximum amount of product (1.0 means a 100% yield; for example, 0.34 means a 34% yield).. Dataset: Reaction yield outcomes from USPTO patents with 853,638 reactions The reactants are Cl[C:2]([O:4][CH2:5][C:6]1[CH:11]=[CH:10][CH:9]=[CH:8][CH:7]=1)=[O:3].[NH2:12][C:13]1([C:18]([OH:20])=[O:19])[CH2:17][CH2:16][CH2:15][CH2:14]1.C(=O)([O-])[O-].[Na+].[Na+]. The catalyst is O1CCOCC1.O. The product is [CH2:5]([O:4][C:2]([NH:12][C:13]1([C:18]([OH:20])=[O:19])[CH2:17][CH2:16][CH2:15][CH2:14]1)=[O:3])[C:6]1[CH:11]=[CH:10][CH:9]=[CH:8][CH:7]=1. The yield is 0.620.